From a dataset of Forward reaction prediction with 1.9M reactions from USPTO patents (1976-2016). Predict the product of the given reaction. (1) Given the reactants [CH2:1]([N:3]1[C:10]2[CH:9]=[C:8]([C:11]([O:13]CC)=[O:12])[NH:7][C:6]=2[C:5]([N:16]([CH3:25])[S:17]([C:20]2[S:21][CH:22]=[CH:23][CH:24]=2)(=[O:19])=[O:18])=[CH:4]1)[CH3:2].O1CCCC1.[OH-].[Na+], predict the reaction product. The product is: [CH2:1]([N:3]1[C:10]2[CH:9]=[C:8]([C:11]([OH:13])=[O:12])[NH:7][C:6]=2[C:5]([N:16]([CH3:25])[S:17]([C:20]2[S:21][CH:22]=[CH:23][CH:24]=2)(=[O:18])=[O:19])=[CH:4]1)[CH3:2]. (2) Given the reactants [H-].[Na+].[CH3:3][C:4]1[CH:9]=[CH:8][C:7]([C:10]2[NH:14][C:13]([C:15]3[C:20]([CH3:21])=[CH:19][C:18]([CH3:22])=[CH:17][C:16]=3[CH3:23])=[N:12][C:11]=2[C:24]2[CH:29]=[CH:28][N:27]=[CH:26][CH:25]=2)=[CH:6][CH:5]=1.[CH2:30](Br)[CH3:31], predict the reaction product. The product is: [CH2:30]([N:14]1[C:10]([C:7]2[CH:6]=[CH:5][C:4]([CH3:3])=[CH:9][CH:8]=2)=[C:11]([C:24]2[CH:25]=[CH:26][N:27]=[CH:28][CH:29]=2)[N:12]=[C:13]1[C:15]1[C:20]([CH3:21])=[CH:19][C:18]([CH3:22])=[CH:17][C:16]=1[CH3:23])[CH3:31]. (3) Given the reactants C(O[C@H]1CN(C2N=CC=CN=2)C[C@H]1NC1C(CC)=NC(C2C(C)=NC(OC)=CC=2)=C(CC)N=1)C.Br[C:36]1[S:37][CH:38]=[CH:39][N:40]=1.[CH3:41][N:42]([CH3:69])[C:43]1[N:48]=[CH:47][C:46]([C:49]2[N:50]=[C:51]([CH2:66][CH3:67])[C:52]([NH:57][C@H:58]3[C@@H:62]([O:63][CH2:64][CH3:65])[CH2:61][NH:60][CH2:59]3)=[N:53][C:54]=2[CH2:55][CH3:56])=[C:45]([CH3:68])[CH:44]=1, predict the reaction product. The product is: [CH3:69][N:42]([CH3:41])[C:43]1[N:48]=[CH:47][C:46]([C:49]2[N:50]=[C:51]([CH2:66][CH3:67])[C:52]([NH:57][C@H:58]3[C@@H:62]([O:63][CH2:64][CH3:65])[CH2:61][N:60]([C:36]4[S:37][CH:38]=[CH:39][N:40]=4)[CH2:59]3)=[N:53][C:54]=2[CH2:55][CH3:56])=[C:45]([CH3:68])[CH:44]=1. (4) Given the reactants [H-].[Na+].[CH:3]1([NH:8][C:9]2[C:14]([CH:15]=O)=[CH:13][N:12]=[C:11]([S:17][CH3:18])[N:10]=2)[CH2:7][CH2:6][CH2:5][CH2:4]1.[OH2:19].[Na+].[Cl-].C1[CH2:26][O:25][CH2:24][CH2:23]1, predict the reaction product. The product is: [CH:3]1([NH:8][C:9]2[C:14](/[CH:15]=[CH:23]/[C:24]([O:25][CH3:26])=[O:19])=[CH:13][N:12]=[C:11]([S:17][CH3:18])[N:10]=2)[CH2:7][CH2:6][CH2:5][CH2:4]1. (5) Given the reactants [CH3:1][O:2][C:3](=[O:12])[CH2:4][C:5]1[CH:10]=[CH:9][C:8]([OH:11])=[CH:7][CH:6]=1.I[CH2:14][CH2:15][CH2:16][CH2:17][CH2:18][CH2:19][CH2:20][CH2:21][CH2:22][CH3:23], predict the reaction product. The product is: [CH3:1][O:2][C:3](=[O:12])[CH2:4][C:5]1[CH:10]=[CH:9][C:8]([O:11][CH2:14][CH2:15][CH2:16][CH2:17][CH2:18][CH2:19][CH2:20][CH2:21][CH2:22][CH3:23])=[CH:7][CH:6]=1. (6) Given the reactants [CH2:1]([O:3][C:4]([N:6]=[C:7]=S)=[O:5])[CH3:2].[NH2:9][C:10]1[C:11]([NH:26][C@H:27]([CH3:30])[CH2:28][OH:29])=[N:12][C:13]([S:17][CH2:18][C:19]2[CH:24]=[CH:23][CH:22]=[CH:21][C:20]=2[F:25])=[N:14][C:15]=1[NH2:16].C(N(CC)CC)C.C(N=C=NC(C)C)(C)C, predict the reaction product. The product is: [F:25][C:20]1[CH:21]=[CH:22][CH:23]=[CH:24][C:19]=1[CH2:18][S:17][C:13]1[N:14]=[C:15]2[C:10]([N:9]=[C:7]([NH:6][C:4](=[O:5])[O:3][CH2:1][CH3:2])[NH:16]2)=[C:11]([NH:26][C@H:27]([CH3:30])[CH2:28][OH:29])[N:12]=1.